From a dataset of Full USPTO retrosynthesis dataset with 1.9M reactions from patents (1976-2016). Predict the reactants needed to synthesize the given product. (1) Given the product [Si:11]([O:10][CH2:9][C:8]([C:5]1[CH:6]=[CH:7][C:2]([CH:27]=[O:28])=[CH:3][CH:4]=1)([CH3:19])[CH3:18])([C:14]([CH3:17])([CH3:16])[CH3:15])([CH3:13])[CH3:12], predict the reactants needed to synthesize it. The reactants are: Br[C:2]1[CH:7]=[CH:6][C:5]([C:8]([CH3:19])([CH3:18])[CH2:9][O:10][Si:11]([C:14]([CH3:17])([CH3:16])[CH3:15])([CH3:13])[CH3:12])=[CH:4][CH:3]=1.C([Li])CCC.CN(C)[CH:27]=[O:28].[Cl-].[NH4+]. (2) The reactants are: [Br:1][C:2]1[CH:6]=[N:5][N:4]([CH3:7])[C:3]=1[C:8]1[CH:9]=[C:10]([NH2:20])[CH:11]=[CH:12][C:13]=1[O:14][CH2:15][CH2:16][N:17]([CH3:19])[CH3:18].[Cl:21][C:22]1[CH:27]=[CH:26][C:25]([N:28]=[C:29]=[O:30])=[CH:24][CH:23]=1. Given the product [Br:1][C:2]1[CH:6]=[N:5][N:4]([CH3:7])[C:3]=1[C:8]1[CH:9]=[C:10]([NH:20][C:29]([NH:28][C:25]2[CH:26]=[CH:27][C:22]([Cl:21])=[CH:23][CH:24]=2)=[O:30])[CH:11]=[CH:12][C:13]=1[O:14][CH2:15][CH2:16][N:17]([CH3:18])[CH3:19], predict the reactants needed to synthesize it. (3) Given the product [N:1]1([CH2:7][C:9]2[CH:10]=[C:11]([C:15]3[CH:20]=[CH:19][N:18]=[C:17]([NH2:21])[C:16]=3[NH2:22])[CH:12]=[CH:13][CH:14]=2)[CH2:6][CH2:5][O:4][CH2:3][CH2:2]1, predict the reactants needed to synthesize it. The reactants are: [N:1]1([C:7]([C:9]2[CH:10]=[C:11]([C:15]3[CH:20]=[CH:19][N:18]=[C:17]([NH2:21])[C:16]=3[NH2:22])[CH:12]=[CH:13][CH:14]=2)=O)[CH2:6][CH2:5][O:4][CH2:3][CH2:2]1.[H-].[H-].[H-].[H-].[Li+].[Al+3].CCOC(C)=O. (4) Given the product [N+:9]([C:4]1[CH:3]=[C:2]([N:12]2[CH:16]=[CH:15][CH:14]=[N:13]2)[CH:8]=[CH:7][C:5]=1[NH2:6])([O-:11])=[O:10], predict the reactants needed to synthesize it. The reactants are: Br[C:2]1[CH:8]=[CH:7][C:5]([NH2:6])=[C:4]([N+:9]([O-:11])=[O:10])[CH:3]=1.[NH:12]1[CH:16]=[CH:15][CH:14]=[N:13]1.C(=O)([O-])[O-].[Cs+].[Cs+]. (5) Given the product [C:3]([NH:6][C:7]1[N:8]=[CH:9][C:10]2[C:15]([CH:16]=1)=[CH:14][C:13]([NH:17][CH:18]([C:23]1[CH:28]=[CH:27][C:26]([O:29][CH:30]([CH3:32])[CH3:31])=[C:25]([O:33][CH2:34][CH3:35])[CH:24]=1)[C:19]([OH:21])=[O:20])=[CH:12][CH:11]=2)(=[O:5])[CH3:4], predict the reactants needed to synthesize it. The reactants are: [OH-].[Li+].[C:3]([NH:6][C:7]1[N:8]=[CH:9][C:10]2[C:15]([CH:16]=1)=[CH:14][C:13]([NH:17][CH:18]([C:23]1[CH:28]=[CH:27][C:26]([O:29][CH:30]([CH3:32])[CH3:31])=[C:25]([O:33][CH2:34][CH3:35])[CH:24]=1)[C:19]([O:21]C)=[O:20])=[CH:12][CH:11]=2)(=[O:5])[CH3:4]. (6) Given the product [Cl:18][C:14]1[C:11]2=[N:12][CH:13]=[C:8]([O:4][CH2:3][C:2]#[CH:1])[N:9]=[C:10]2[CH:17]=[CH:16][N:15]=1, predict the reactants needed to synthesize it. The reactants are: [CH:1]#[C:2][CH2:3][OH:4].[H-].[Na+].Cl[C:8]1[N:9]=[C:10]2[CH:17]=[CH:16][N:15]=[C:14]([Cl:18])[C:11]2=[N:12][CH:13]=1.